Task: Predict the reaction yield, written as a fraction of the theoretical maximum amount of product (1.0 means a 100% yield; for example, 0.34 means a 34% yield).. Dataset: Reaction yield outcomes from USPTO patents with 853,638 reactions (1) The reactants are S[C:2]1[N:7]=[C:6]([N:8]2[CH2:13][CH2:12][O:11][CH2:10][CH2:9]2)[C:5]2[CH2:14][O:15][C:16]([CH3:19])([CH3:18])[CH2:17][C:4]=2[C:3]=1[C:20]#[N:21].BrCC[OH:25]. The catalyst is [OH-].[Na+].CO. The product is [CH3:18][C:16]1([CH3:19])[O:15][CH2:14][C:5]2=[C:6]([N:8]3[CH2:13][CH2:12][O:11][CH2:10][CH2:9]3)[NH:7][C:2](=[O:25])[C:3]([C:20]#[N:21])=[C:4]2[CH2:17]1. The yield is 0.880. (2) The reactants are I[C:2]1[CH:8]=[CH:7][C:5]([NH2:6])=[CH:4][C:3]=1[O:9][CH2:10][C:11]([F:14])([F:13])[F:12].[O-]P([O-])([O-])=O.[K+].[K+].[K+].[CH3:23][C:24]1[CH:29]=[CH:28][N:27]=[CH:26][C:25]=1B(O)O.O1CCOCC1. The catalyst is [Pd].C1(P(C2C=CC=CC=2)C2C=CC=CC=2)C=CC=CC=1.C1(P(C2C=CC=CC=2)C2C=CC=CC=2)C=CC=CC=1.C1(P(C2C=CC=CC=2)C2C=CC=CC=2)C=CC=CC=1.C1(P(C2C=CC=CC=2)C2C=CC=CC=2)C=CC=CC=1.O. The product is [CH3:23][C:24]1[CH:29]=[CH:28][N:27]=[CH:26][C:25]=1[C:2]1[CH:8]=[CH:7][C:5]([NH2:6])=[CH:4][C:3]=1[O:9][CH2:10][C:11]([F:14])([F:13])[F:12]. The yield is 0.239. (3) The reactants are [Cl:1][C:2]1[C:3]([O:12][C:13]2[CH:18]=[C:17]([O:19][CH:20]([CH3:22])[CH3:21])[CH:16]=[CH:15][C:14]=2/[CH:23]=[C:24](\[CH3:28])/[C:25]([OH:27])=O)=[N:4][CH:5]=[C:6]([C:8]([F:11])([F:10])[F:9])[CH:7]=1.Cl.C(N=C=NCCCN(C)C)C.[S:41]1[CH:45]=[CH:44][CH:43]=[C:42]1[CH2:46][CH2:47][NH:48][S:49]([NH2:52])(=[O:51])=[O:50].Cl. The catalyst is C(#N)C.CN(C)C1C=CN=CC=1.C(OCC)(=O)C. The product is [Cl:1][C:2]1[C:3]([O:12][C:13]2[CH:18]=[C:17]([O:19][CH:20]([CH3:21])[CH3:22])[CH:16]=[CH:15][C:14]=2/[CH:23]=[C:24](\[CH3:28])/[C:25]([NH:52][S:49]([NH:48][CH2:47][CH2:46][C:42]2[S:41][CH:45]=[CH:44][CH:43]=2)(=[O:50])=[O:51])=[O:27])=[N:4][CH:5]=[C:6]([C:8]([F:9])([F:10])[F:11])[CH:7]=1. The yield is 0.690. (4) The reactants are I[C:2]1[CH:7]=[CH:6][C:5]([N:8]2[CH:13]=[C:12]([O:14][CH3:15])[C:11](=[O:16])[C:10]([C:17]([N:19]([O:21][CH3:22])[CH3:20])=[O:18])=[N:9]2)=[C:4]([O:23][CH3:24])[CH:3]=1.[NH:25]1[CH:29]=[CH:28][CH:27]=[N:26]1.C(=NO)C1C(=CC=CC=1)O.C([O-])([O-])=O.[Cs+].[Cs+]. The catalyst is CC#N.O. The product is [CH3:22][O:21][N:19]([CH3:20])[C:17]([C:10]1[C:11](=[O:16])[C:12]([O:14][CH3:15])=[CH:13][N:8]([C:5]2[CH:6]=[CH:7][C:2]([N:25]3[CH:29]=[CH:28][CH:27]=[N:26]3)=[CH:3][C:4]=2[O:23][CH3:24])[N:9]=1)=[O:18]. The yield is 0.680. (5) The reactants are [CH3:1][C:2]1[CH:7]=[C:6]([N+:8]([O-:10])=[O:9])[CH:5]=[C:4]([CH3:11])[C:3]=1[OH:12].[H-].[Na+].C1C=CC(N([S:22]([C:25]([F:28])([F:27])[F:26])(=[O:24])=[O:23])[S:22]([C:25]([F:28])([F:27])[F:26])(=[O:24])=[O:23])=CC=1. The catalyst is CN(C)C=O.C(OCC)(=O)C. The product is [F:26][C:25]([F:28])([F:27])[S:22]([O:12][C:3]1[C:2]([CH3:1])=[CH:7][C:6]([N+:8]([O-:10])=[O:9])=[CH:5][C:4]=1[CH3:11])(=[O:24])=[O:23]. The yield is 1.00. (6) The reactants are [C:1]1([C:7]2[NH:11][N:10]=[C:9]([C:12]([NH:14][CH2:15][CH2:16][CH2:17][NH:18][C:19](=O)OC(C)(C)C)=[O:13])[CH:8]=2)[CH:6]=[CH:5][CH:4]=[CH:3][CH:2]=1.[C:26]([OH:32])([C:28]([F:31])([F:30])[F:29])=[O:27]. The catalyst is C(Cl)Cl. The product is [F:29][C:28]([F:31])([F:30])[C:26]([OH:32])=[O:27].[C:1]1([C:7]2[NH:11][N:10]=[C:9]([C:12]([NH:14][CH2:15][CH2:16][CH2:17][NH:18][CH2:19][C:28]3[CH:26]=[CH:7][CH:8]=[CH:9][N:10]=3)=[O:13])[CH:8]=2)[CH:2]=[CH:3][CH:4]=[CH:5][CH:6]=1. The yield is 0.990.